From a dataset of Peptide-MHC class II binding affinity with 134,281 pairs from IEDB. Regression. Given a peptide amino acid sequence and an MHC pseudo amino acid sequence, predict their binding affinity value. This is MHC class II binding data. (1) The peptide sequence is DVKFPGGGQIVGGVH. The MHC is HLA-DQA10501-DQB10301 with pseudo-sequence HLA-DQA10501-DQB10301. The binding affinity (normalized) is 0.701. (2) The peptide sequence is NLNIKLNMPLYIAGN. The MHC is DRB4_0101 with pseudo-sequence DRB4_0103. The binding affinity (normalized) is 0.392. (3) The peptide sequence is SLRLSCAASGFTFSS. The MHC is DRB5_0101 with pseudo-sequence DRB5_0101. The binding affinity (normalized) is 0.367. (4) The peptide sequence is LVVRMYLSSQAIRLV. The MHC is H-2-IAd with pseudo-sequence H-2-IAd. The binding affinity (normalized) is 0.601. (5) The peptide sequence is EKKYFAATQFENLAA. The MHC is HLA-DQA10301-DQB10302 with pseudo-sequence HLA-DQA10301-DQB10302. The binding affinity (normalized) is 0.362.